This data is from Full USPTO retrosynthesis dataset with 1.9M reactions from patents (1976-2016). The task is: Predict the reactants needed to synthesize the given product. (1) Given the product [Br:10][C:11]1[CH:12]=[C:13]([CH3:23])[C:14]([CH2:18][CH:19]([OH:21])[CH2:33][C:32]([O:34][CH3:35])=[O:31])=[C:15]([CH3:17])[CH:16]=1, predict the reactants needed to synthesize it. The reactants are: CC(C[AlH]CC(C)C)C.[Br:10][C:11]1[CH:16]=[C:15]([CH3:17])[C:14]([CH2:18][C:19]([O:21]C)=O)=[C:13]([CH3:23])[CH:12]=1.[Si]([O:31][C:32]([O:34][CH3:35])=[CH2:33])(C(C)(C)C)(C)C.B(F)(F)F.CCOCC. (2) Given the product [C:24]([O:28][C:29]([NH:31][CH:32]1[CH2:36][CH2:35][C:34]([C:2]2[N:10]3[C:6](=[N:7][C:8]4[CH:14]=[CH:13][CH:12]=[CH:11][C:9]=43)[C:5]([C:15]#[N:16])=[C:4]([CH3:17])[C:3]=2[C:18]2[CH:19]=[CH:20][CH:21]=[CH:22][CH:23]=2)=[CH:33]1)=[O:30])([CH3:27])([CH3:25])[CH3:26], predict the reactants needed to synthesize it. The reactants are: Cl[C:2]1[N:10]2[C:6](=[N:7][C:8]3[CH:14]=[CH:13][CH:12]=[CH:11][C:9]=32)[C:5]([C:15]#[N:16])=[C:4]([CH3:17])[C:3]=1[C:18]1[CH:23]=[CH:22][CH:21]=[CH:20][CH:19]=1.[C:24]([O:28][C:29]([NH:31][CH:32]1[CH2:36][CH2:35][C:34]([Sn](CCCC)(CCCC)CCCC)=[CH:33]1)=[O:30])([CH3:27])([CH3:26])[CH3:25].C(C1C=C(C)C=C(C(C)(C)C)C=1O)(C)(C)C. (3) Given the product [BrH:13].[NH2:12][CH2:11][CH2:10][C:8]1[CH:7]=[CH:6][NH:5][C:4](=[O:3])[CH:9]=1, predict the reactants needed to synthesize it. The reactants are: Cl.C[O:3][C:4]1[CH:9]=[C:8]([CH2:10][CH2:11][NH2:12])[CH:7]=[CH:6][N:5]=1.[BrH:13].